From a dataset of Peptide-MHC class II binding affinity with 134,281 pairs from IEDB. Regression. Given a peptide amino acid sequence and an MHC pseudo amino acid sequence, predict their binding affinity value. This is MHC class II binding data. (1) The peptide sequence is IPTAFSIGKTYKPEE. The MHC is HLA-DPA10103-DPB10301 with pseudo-sequence HLA-DPA10103-DPB10301. The binding affinity (normalized) is 0. (2) The peptide sequence is DQRGSGQVVTYALNT. The MHC is HLA-DQA10601-DQB10402 with pseudo-sequence HLA-DQA10601-DQB10402. The binding affinity (normalized) is 0.311. (3) The peptide sequence is LGGLWKTVSPHLSPI. The MHC is DRB1_0405 with pseudo-sequence DRB1_0405. The binding affinity (normalized) is 0.645. (4) The peptide sequence is VELLETTDLERLSSL. The MHC is DRB1_0101 with pseudo-sequence DRB1_0101. The binding affinity (normalized) is 0.325. (5) The binding affinity (normalized) is 0.370. The peptide sequence is IPTAFSIGKTYKPEE. The MHC is DRB1_0405 with pseudo-sequence DRB1_0405.